This data is from NCI-60 drug combinations with 297,098 pairs across 59 cell lines. The task is: Regression. Given two drug SMILES strings and cell line genomic features, predict the synergy score measuring deviation from expected non-interaction effect. (1) Drug 1: CC12CCC3C(C1CCC2=O)CC(=C)C4=CC(=O)C=CC34C. Drug 2: C1=NC2=C(N1)C(=S)N=C(N2)N. Cell line: MCF7. Synergy scores: CSS=37.5, Synergy_ZIP=-3.70, Synergy_Bliss=-3.81, Synergy_Loewe=-0.479, Synergy_HSA=1.96. (2) Drug 1: CS(=O)(=O)C1=CC(=C(C=C1)C(=O)NC2=CC(=C(C=C2)Cl)C3=CC=CC=N3)Cl. Drug 2: CS(=O)(=O)CCNCC1=CC=C(O1)C2=CC3=C(C=C2)N=CN=C3NC4=CC(=C(C=C4)OCC5=CC(=CC=C5)F)Cl. Cell line: A549. Synergy scores: CSS=9.06, Synergy_ZIP=-4.19, Synergy_Bliss=-3.21, Synergy_Loewe=-4.09, Synergy_HSA=-2.83. (3) Drug 1: CC1=C(C(=CC=C1)Cl)NC(=O)C2=CN=C(S2)NC3=CC(=NC(=N3)C)N4CCN(CC4)CCO. Drug 2: C1CN1C2=NC(=NC(=N2)N3CC3)N4CC4. Cell line: 786-0. Synergy scores: CSS=38.1, Synergy_ZIP=2.42, Synergy_Bliss=3.25, Synergy_Loewe=-3.55, Synergy_HSA=4.57. (4) Synergy scores: CSS=33.8, Synergy_ZIP=-4.88, Synergy_Bliss=-10.0, Synergy_Loewe=-28.0, Synergy_HSA=-9.33. Drug 2: C1CC(=O)NC(=O)C1N2C(=O)C3=CC=CC=C3C2=O. Drug 1: C1=NC2=C(N1)C(=S)N=C(N2)N. Cell line: SR. (5) Drug 1: C1CCN(CC1)CCOC2=CC=C(C=C2)C(=O)C3=C(SC4=C3C=CC(=C4)O)C5=CC=C(C=C5)O. Drug 2: C1CN(P(=O)(OC1)NCCCl)CCCl. Cell line: NCI/ADR-RES. Synergy scores: CSS=-5.17, Synergy_ZIP=2.39, Synergy_Bliss=-1.48, Synergy_Loewe=-5.60, Synergy_HSA=-5.33. (6) Drug 1: CN1C2=C(C=C(C=C2)N(CCCl)CCCl)N=C1CCCC(=O)O.Cl. Drug 2: CC1C(C(CC(O1)OC2CC(CC3=C2C(=C4C(=C3O)C(=O)C5=C(C4=O)C(=CC=C5)OC)O)(C(=O)CO)O)N)O.Cl. Cell line: CCRF-CEM. Synergy scores: CSS=46.7, Synergy_ZIP=-6.92, Synergy_Bliss=-6.98, Synergy_Loewe=-4.48, Synergy_HSA=-2.35. (7) Drug 1: CC(C)CN1C=NC2=C1C3=CC=CC=C3N=C2N. Drug 2: CC1C(C(CC(O1)OC2CC(CC3=C2C(=C4C(=C3O)C(=O)C5=CC=CC=C5C4=O)O)(C(=O)C)O)N)O. Cell line: PC-3. Synergy scores: CSS=51.3, Synergy_ZIP=-1.19, Synergy_Bliss=-1.01, Synergy_Loewe=-14.8, Synergy_HSA=1.65. (8) Drug 1: CC1=CC2C(CCC3(C2CCC3(C(=O)C)OC(=O)C)C)C4(C1=CC(=O)CC4)C. Drug 2: CCCCCOC(=O)NC1=NC(=O)N(C=C1F)C2C(C(C(O2)C)O)O. Cell line: RPMI-8226. Synergy scores: CSS=4.77, Synergy_ZIP=-0.921, Synergy_Bliss=1.22, Synergy_Loewe=-0.693, Synergy_HSA=1.40.